From a dataset of Catalyst prediction with 721,799 reactions and 888 catalyst types from USPTO. Predict which catalyst facilitates the given reaction. Reactant: [NH2:1][C:2]1[CH:3]=[N:4][CH:5]=[C:6]([C:8]([F:11])([F:10])[F:9])[CH:7]=1.N1C=CC=CC=1.Cl[C:19]([O:21][C:22]1[CH:27]=[CH:26][CH:25]=[CH:24][CH:23]=1)=[O:20]. Product: [C:22]1([O:21][C:19](=[O:20])[NH:1][C:2]2[CH:3]=[N:4][CH:5]=[C:6]([C:8]([F:11])([F:9])[F:10])[CH:7]=2)[CH:27]=[CH:26][CH:25]=[CH:24][CH:23]=1. The catalyst class is: 7.